Regression. Given two drug SMILES strings and cell line genomic features, predict the synergy score measuring deviation from expected non-interaction effect. From a dataset of NCI-60 drug combinations with 297,098 pairs across 59 cell lines. (1) Drug 1: C1=NC2=C(N=C(N=C2N1C3C(C(C(O3)CO)O)O)F)N. Drug 2: CN(C(=O)NC(C=O)C(C(C(CO)O)O)O)N=O. Cell line: DU-145. Synergy scores: CSS=-0.957, Synergy_ZIP=1.32, Synergy_Bliss=4.04, Synergy_Loewe=-8.95, Synergy_HSA=-3.86. (2) Drug 1: CC1=C2C(C(=O)C3(C(CC4C(C3C(C(C2(C)C)(CC1OC(=O)C(C(C5=CC=CC=C5)NC(=O)OC(C)(C)C)O)O)OC(=O)C6=CC=CC=C6)(CO4)OC(=O)C)OC)C)OC. Drug 2: C1CC(=O)NC(=O)C1N2CC3=C(C2=O)C=CC=C3N. Cell line: SF-268. Synergy scores: CSS=15.9, Synergy_ZIP=-6.31, Synergy_Bliss=-12.0, Synergy_Loewe=-32.5, Synergy_HSA=-9.96. (3) Drug 1: CC1=CC2C(CCC3(C2CCC3(C(=O)C)OC(=O)C)C)C4(C1=CC(=O)CC4)C. Drug 2: CCC1(CC2CC(C3=C(CCN(C2)C1)C4=CC=CC=C4N3)(C5=C(C=C6C(=C5)C78CCN9C7C(C=CC9)(C(C(C8N6C)(C(=O)OC)O)OC(=O)C)CC)OC)C(=O)OC)O.OS(=O)(=O)O. Cell line: UO-31. Synergy scores: CSS=4.05, Synergy_ZIP=-2.15, Synergy_Bliss=-0.624, Synergy_Loewe=-13.8, Synergy_HSA=0.343. (4) Drug 1: CCC1(CC2CC(C3=C(CCN(C2)C1)C4=CC=CC=C4N3)(C5=C(C=C6C(=C5)C78CCN9C7C(C=CC9)(C(C(C8N6C)(C(=O)OC)O)OC(=O)C)CC)OC)C(=O)OC)O.OS(=O)(=O)O. Drug 2: N.N.Cl[Pt+2]Cl. Cell line: CCRF-CEM. Synergy scores: CSS=48.7, Synergy_ZIP=-1.34, Synergy_Bliss=1.21, Synergy_Loewe=2.41, Synergy_HSA=2.82.